From a dataset of Forward reaction prediction with 1.9M reactions from USPTO patents (1976-2016). Predict the product of the given reaction. Given the reactants [CH2:1]([C:3]1[CH:4]=[CH:5][C:6](/[C:9](=N/OC)/[CH2:10][O:11][C:12]2[CH:25]=[CH:24][C:15]([CH2:16][CH:17]3[S:21][C:20](=[O:22])[NH:19][C:18]3=[O:23])=[CH:14][CH:13]=2)=[N:7][CH:8]=1)[CH3:2].C(O)(=O)C(C)=[O:31], predict the reaction product. The product is: [CH2:1]([C:3]1[CH:4]=[CH:5][C:6]([C:9](=[O:31])[CH2:10][O:11][C:12]2[CH:25]=[CH:24][C:15]([CH2:16][CH:17]3[S:21][C:20](=[O:22])[NH:19][C:18]3=[O:23])=[CH:14][CH:13]=2)=[N:7][CH:8]=1)[CH3:2].